From a dataset of Reaction yield outcomes from USPTO patents with 853,638 reactions. Predict the reaction yield, written as a fraction of the theoretical maximum amount of product (1.0 means a 100% yield; for example, 0.34 means a 34% yield). (1) The reactants are [F:1][C:2]1[C:3]2[CH:4]=[C:5]3[C:14]4[N:15]=[C:16]([C:19]5[C:20]([N:39]([CH3:44])[S:40]([CH3:43])(=[O:42])=[O:41])=[CH:21][C:22]6[O:26][C:25]([C:27]7[CH:32]=[CH:31][C:30]([F:33])=[CH:29][CH:28]=7)=[C:24]([C:34]([NH:36][CH3:37])=[O:35])[C:23]=6[CH:38]=5)[CH:17]=[CH:18][C:13]=4[O:12][CH2:11][N:6]3[C:7]=2[CH:8]=[CH:9][CH:10]=1.[C:45](Cl)(=[O:47])[CH3:46].COC(O[Si](C)(C)C)=C(C)C. The catalyst is ClCCl. The product is [C:45]([N:36]([CH3:37])[C:34]([C:24]1[C:23]2[CH:38]=[C:19]([C:16]3[CH:17]=[CH:18][C:13]4[O:12][CH2:11][N:6]5[C:7]6[CH:8]=[CH:9][CH:10]=[C:2]([F:1])[C:3]=6[CH:4]=[C:5]5[C:14]=4[N:15]=3)[C:20]([N:39]([CH3:44])[S:40]([CH3:43])(=[O:42])=[O:41])=[CH:21][C:22]=2[O:26][C:25]=1[C:27]1[CH:28]=[CH:29][C:30]([F:33])=[CH:31][CH:32]=1)=[O:35])(=[O:47])[CH3:46]. The yield is 0.940. (2) The reactants are [N:1]1([C:7]2[C:8]3[N:16]=[C:15]([C:17]4[CH:18]=[N:19][CH:20]=[CH:21][CH:22]=4)[S:14][C:9]=3[N:10]=[C:11]([NH2:13])[N:12]=2)[CH2:6][CH2:5][NH:4][CH2:3][CH2:2]1.[CH3:23][O:24][C:25]1[CH:35]=[CH:34][C:28]([O:29][CH2:30][C:31](O)=[O:32])=[CH:27][CH:26]=1. No catalyst specified. The product is [NH2:13][C:11]1[N:12]=[C:7]([N:1]2[CH2:6][CH2:5][N:4]([C:31](=[O:32])[CH2:30][O:29][C:28]3[CH:34]=[CH:35][C:25]([O:24][CH3:23])=[CH:26][CH:27]=3)[CH2:3][CH2:2]2)[C:8]2[N:16]=[C:15]([C:17]3[CH:18]=[N:19][CH:20]=[CH:21][CH:22]=3)[S:14][C:9]=2[N:10]=1. The yield is 0.520.